From a dataset of Reaction yield outcomes from USPTO patents with 853,638 reactions. Predict the reaction yield, written as a fraction of the theoretical maximum amount of product (1.0 means a 100% yield; for example, 0.34 means a 34% yield). The reactants are [F:1][C:2]1[CH:7]=[CH:6][C:5](B(O)O)=[CH:4][CH:3]=1.Br[C:12]1[S:13][CH:14]=[CH:15][N:16]=1. The catalyst is C1(C)C=CC=CC=1.C(O)C.C1C=CC([P]([Pd]([P](C2C=CC=CC=2)(C2C=CC=CC=2)C2C=CC=CC=2)([P](C2C=CC=CC=2)(C2C=CC=CC=2)C2C=CC=CC=2)[P](C2C=CC=CC=2)(C2C=CC=CC=2)C2C=CC=CC=2)(C2C=CC=CC=2)C2C=CC=CC=2)=CC=1. The product is [F:1][C:2]1[CH:7]=[CH:6][C:5]([C:12]2[S:13][CH:14]=[CH:15][N:16]=2)=[CH:4][CH:3]=1. The yield is 0.820.